From a dataset of Full USPTO retrosynthesis dataset with 1.9M reactions from patents (1976-2016). Predict the reactants needed to synthesize the given product. (1) Given the product [CH2:1]([C:7]1([C:12]2[CH:13]=[C:14]([OH:19])[C:15]3[C@@H:24]4[CH2:25][C:20]([CH3:30])=[CH:21][CH2:22][C@H:23]4[C:26]([CH3:28])([CH3:27])[O:18][C:16]=3[CH:17]=2)[S:8][CH2:9][CH2:10][S:11]1)[CH2:2][CH2:3][CH2:4][CH2:5][CH3:6], predict the reactants needed to synthesize it. The reactants are: [CH2:1]([C:7]1([C:12]2[CH:13]=[C:14]([OH:19])[CH:15]=[C:16]([OH:18])[CH:17]=2)[S:11][CH2:10][CH2:9][S:8]1)[CH2:2][CH2:3][CH2:4][CH2:5][CH3:6].[C:20]1([CH3:30])[CH2:25][CH2:24][C:23]([CH:26]([CH3:28])[CH3:27])=[C:22](O)[CH:21]=1. (2) Given the product [CH3:37][S:38]([O:1][CH2:2][CH2:3][N:4]1[C:9](=[O:10])[CH:8]=[N:7][N:6]([CH2:11][CH2:12][CH2:13][CH2:14][N:15]2[CH2:16][CH2:17][N:18]([C:21]3[CH:26]=[CH:25][CH:24]=[CH:23][C:22]=3[O:27][CH3:28])[CH2:19][CH2:20]2)[C:5]1=[O:29])(=[O:40])=[O:39], predict the reactants needed to synthesize it. The reactants are: [OH:1][CH2:2][CH2:3][N:4]1[C:9](=[O:10])[CH:8]=[N:7][N:6]([CH2:11][CH2:12][CH2:13][CH2:14][N:15]2[CH2:20][CH2:19][N:18]([C:21]3[CH:26]=[CH:25][CH:24]=[CH:23][C:22]=3[O:27][CH3:28])[CH2:17][CH2:16]2)[C:5]1=[O:29].C(N(CC)CC)C.[CH3:37][S:38](Cl)(=[O:40])=[O:39]. (3) Given the product [CH3:1][O:2][C:3]1[CH:12]=[C:11]2[C:6]([C:7]([O:19][C@H:20]3[CH2:24][N:23]4[C@H:22]([C:25](=[O:26])[NH:27][CH:28]([C@@:30]5([N:95]=[C:97]=[O:98])[CH2:29][C@H:31]5[CH:32]=[CH2:91])[C:33](=[O:34])[NH:35][S:36](=[O:37])(=[O:38])[C:39]5[C:40]([NH:45][C:46](=[O:47])[CH2:48][CH2:49][CH2:50][CH2:51][CH2:52][CH2:53][CH2:54][C:55]4=[O:56])=[CH:41][CH:42]=[CH:43][CH:44]=5)[CH2:21]3)=[CH:8][C:9]([C:65]3[CH:64]=[CH:66][CH:78]=[CH:77][CH:76]=3)=[N:10]2)=[CH:5][CH:4]=1, predict the reactants needed to synthesize it. The reactants are: [CH3:1][O:2][C:3]1[CH:12]=[C:11]2[C:6]([C:7]([O:19][C@H:20]3[CH2:24][NH:23][C@H:22]([C:25]([NH:27][C@:28]4([C:33]([NH:35][S:36]([C:39]5[CH:44]=[CH:43][CH:42]=[CH:41][C:40]=5[NH:45][C:46]([CH2:48][CH2:49][CH2:50][CH2:51][CH2:52][CH2:53][CH2:54][C:55](O)=[O:56])=[O:47])(=[O:38])=[O:37])=[O:34])[CH2:30][C@H:29]4[CH:31]=[CH2:32])=[O:26])[CH2:21]3)=[CH:8][C:9](C3C=CC=CC=3)=[N:10]2)=[CH:5][CH:4]=1.CCN([CH:64]([CH3:66])[CH3:65])C(C)C.CN(C(ON1N=N[C:77]2[CH:78]=CC=N[C:76]1=2)=[N+](C)C)C.F[P-](F)(F)(F)(F)F.[CH2:91](Cl)Cl.C[N:95]([CH:97]=[O:98])C. (4) Given the product [Cl:16][CH2:12][CH2:11][C:5]1[CH:6]=[CH:7][C:8]([O:9][CH3:10])=[C:3]([O:2][CH3:1])[CH:4]=1, predict the reactants needed to synthesize it. The reactants are: [CH3:1][O:2][C:3]1[CH:4]=[C:5]([CH2:11][CH2:12]O)[CH:6]=[CH:7][C:8]=1[O:9][CH3:10].S(Cl)([Cl:16])=O.